Dataset: Full USPTO retrosynthesis dataset with 1.9M reactions from patents (1976-2016). Task: Predict the reactants needed to synthesize the given product. (1) Given the product [OH:8][C:5]1[CH:4]=[CH:3][C:2]([CH:11]=[CH:10][C:9]([O:13][CH2:14][CH3:15])=[O:12])=[N:7][CH:6]=1, predict the reactants needed to synthesize it. The reactants are: Br[C:2]1[N:7]=[CH:6][C:5]([OH:8])=[CH:4][CH:3]=1.[C:9]([O:13][CH2:14][CH3:15])(=[O:12])[CH:10]=[CH2:11].C1(C)C=CC=CC=1P(C1C=CC=CC=1C)C1C=CC=CC=1C.C(N(CC)CC)C. (2) Given the product [F:1][C@H:2]1[C@@:7]([CH3:9])([OH:8])[CH2:6][CH2:5][N:4]([C:10]2[N:15]=[C:14]([NH:16][C:17]3[N:22]=[CH:21][C:20]4[N:23]=[C:24]([C@H:32]([OH:34])[CH3:33])[N:25]([C@@H:26]([CH3:31])[C:27]([F:30])([F:29])[F:28])[C:19]=4[CH:18]=3)[CH:13]=[CH:12][N:11]=2)[CH2:3]1, predict the reactants needed to synthesize it. The reactants are: [F:1][C@H:2]1[C@@:7]([CH3:9])([OH:8])[CH2:6][CH2:5][N:4]([C:10]2[N:15]=[C:14]([NH:16][C:17]3[N:22]=[CH:21][C:20]4[N:23]=[C:24]([C@H:32]([O:34]C5CCCCO5)[CH3:33])[N:25]([C@@H:26]([CH3:31])[C:27]([F:30])([F:29])[F:28])[C:19]=4[CH:18]=3)[CH:13]=[CH:12][N:11]=2)[CH2:3]1.FC(F)(F)C(O)=O.C1(C)C=CC=CC=1. (3) The reactants are: CCN(C(C)C)C(C)C.[CH3:10][C:11]1[C:16]([NH:17][C:18]2[N:23]=[C:22]([C:24]3[CH:25]=[N:26][CH:27]=[CH:28][CH:29]=3)[CH:21]=[CH:20][N:19]=2)=[CH:15][C:14]([NH2:30])=[CH:13][N:12]=1.[CH2:31]([N:33]1[CH2:38][CH2:37][N:36]([CH2:39][C:40]2[CH:48]=[CH:47][C:43]([C:44](O)=[O:45])=[CH:42][CH:41]=2)[CH2:35][CH2:34]1)[CH3:32].F[P-](F)(F)(F)(F)F.N1(O[P+](N(C)C)(N(C)C)N(C)C)C2C=CC=CC=2N=N1. Given the product [CH2:31]([N:33]1[CH2:38][CH2:37][N:36]([CH2:39][C:40]2[CH:41]=[CH:42][C:43]([C:44]([NH:30][C:14]3[CH:13]=[N:12][C:11]([CH3:10])=[C:16]([NH:17][C:18]4[N:23]=[C:22]([C:24]5[CH:25]=[N:26][CH:27]=[CH:28][CH:29]=5)[CH:21]=[CH:20][N:19]=4)[CH:15]=3)=[O:45])=[CH:47][CH:48]=2)[CH2:35][CH2:34]1)[CH3:32], predict the reactants needed to synthesize it. (4) Given the product [CH3:12][NH:11][C:8]1[N:9]=[CH:10][C:5]2[N:6]([C:2]([C:18]3[CH:19]=[CH:20][C:15]([C:14]([F:25])([F:24])[F:13])=[CH:16][CH:17]=3)=[CH:3][N:4]=2)[CH:7]=1, predict the reactants needed to synthesize it. The reactants are: Br[C:2]1[N:6]2[CH:7]=[C:8]([NH:11][CH3:12])[N:9]=[CH:10][C:5]2=[N:4][CH:3]=1.[F:13][C:14]([F:25])([F:24])[C:15]1[CH:20]=[CH:19][C:18](B(O)O)=[CH:17][CH:16]=1.[O-]P([O-])([O-])=O.[K+].[K+].[K+]. (5) Given the product [F:20][C:18]1[CH:17]=[C:16]([N:21]2[C:25]([CH3:26])=[C:24]([C:27]([NH:8][C:6]3[CH:5]=[CH:4][N:3]=[C:2]([CH3:1])[N:7]=3)=[O:28])[N:23]=[N:22]2)[CH:15]=[C:14]([F:13])[CH:19]=1, predict the reactants needed to synthesize it. The reactants are: [CH3:1][C:2]1[N:7]=[C:6]([NH2:8])[CH:5]=[CH:4][N:3]=1.C[Al](C)C.[F:13][C:14]1[CH:15]=[C:16]([N:21]2[C:25]([CH3:26])=[C:24]([C:27](OCC)=[O:28])[N:23]=[N:22]2)[CH:17]=[C:18]([F:20])[CH:19]=1. (6) The reactants are: [CH2:1]([O:8][C:9]1[CH:31]=[CH:30][CH:29]=[CH:28][C:10]=1[CH2:11][C:12]([N:14]([C:17]1[CH:27]=[CH:26][C:20]([C:21]([O:23][CH2:24][CH3:25])=[O:22])=[CH:19][CH:18]=1)[CH2:15][CH3:16])=O)[C:2]1[CH:7]=[CH:6][CH:5]=[CH:4][CH:3]=1.Cl. Given the product [CH2:1]([O:8][C:9]1[CH:31]=[CH:30][CH:29]=[CH:28][C:10]=1[CH2:11][CH2:12][N:14]([C:17]1[CH:18]=[CH:19][C:20]([C:21]([O:23][CH2:24][CH3:25])=[O:22])=[CH:26][CH:27]=1)[CH2:15][CH3:16])[C:2]1[CH:3]=[CH:4][CH:5]=[CH:6][CH:7]=1, predict the reactants needed to synthesize it.